This data is from Forward reaction prediction with 1.9M reactions from USPTO patents (1976-2016). The task is: Predict the product of the given reaction. Given the reactants [C:1]([C:5]1[CH:10]=[CH:9][C:8]([C:11]2[S:15][CH:14]=[C:13]([C:16](=[N:18][NH:19][C:20]([C:22]3[CH:31]=[CH:30][C:25]([C:26]([O:28]C)=[O:27])=[CH:24][CH:23]=3)=[O:21])[CH3:17])[C:12]=2[OH:32])=[CH:7][CH:6]=1)([CH3:4])([CH3:3])[CH3:2].[OH-].[Na+].Cl, predict the reaction product. The product is: [C:1]([C:5]1[CH:10]=[CH:9][C:8]([C:11]2[S:15][CH:14]=[C:13]([C:16](=[N:18][NH:19][C:20]([C:22]3[CH:23]=[CH:24][C:25]([C:26]([OH:28])=[O:27])=[CH:30][CH:31]=3)=[O:21])[CH3:17])[C:12]=2[OH:32])=[CH:7][CH:6]=1)([CH3:2])([CH3:3])[CH3:4].